This data is from Catalyst prediction with 721,799 reactions and 888 catalyst types from USPTO. The task is: Predict which catalyst facilitates the given reaction. (1) Reactant: [Cl:1][CH2:2][CH2:3][CH2:4][O:5][C:6]1[CH:7]=[CH:8][C:9]2[CH2:10][C@H:11]3[NH:22][CH2:21][CH2:20][C@@:17]4([C:18]=2[CH:19]=1)[C@H:12]3[CH2:13][CH2:14][CH2:15][CH2:16]4.Cl.C(=O)([O-])[O-].[K+].[K+].[CH2:30](Br)[C:31]1[CH:36]=[CH:35][CH:34]=[CH:33][CH:32]=1. Product: [Cl:1][CH2:2][CH2:3][CH2:4][O:5][C:6]1[CH:7]=[CH:8][C:9]2[CH2:10][C@H:11]3[N:22]([CH2:30][C:31]4[CH:36]=[CH:35][CH:34]=[CH:33][CH:32]=4)[CH2:21][CH2:20][C@@:17]4([C:18]=2[CH:19]=1)[C@H:12]3[CH2:13][CH2:14][CH2:15][CH2:16]4. The catalyst class is: 3. (2) Reactant: [NH2:1][C:2]1[CH:7]=[CH:6][CH:5]=[C:4]([CH3:8])[C:3]=1[CH2:9][O:10][C:11]1[CH:15]=[CH:14][N:13]([C:16]2[CH:21]=[CH:20][C:19]([Cl:22])=[CH:18][CH:17]=2)[N:12]=1.Cl[C:24](Cl)([O:26]C(=O)OC(Cl)(Cl)Cl)Cl. Product: [N:1]([C:2]1[CH:7]=[CH:6][CH:5]=[C:4]([CH3:8])[C:3]=1[CH2:9][O:10][C:11]1[CH:15]=[CH:14][N:13]([C:16]2[CH:17]=[CH:18][C:19]([Cl:22])=[CH:20][CH:21]=2)[N:12]=1)=[C:24]=[O:26]. The catalyst class is: 11.